This data is from Experimentally validated miRNA-target interactions with 360,000+ pairs, plus equal number of negative samples. The task is: Binary Classification. Given a miRNA mature sequence and a target amino acid sequence, predict their likelihood of interaction. (1) The miRNA is hsa-miR-892c-3p with sequence CACUGUUUCCUUUCUGAGUGGA. The protein sequence of the target gene is MALKRIQKELSDLQRDPPAHCSAGPVGDDLFHWQATIMGPPDSAYQGGVFFLTVHFPTDYPFKPPKIAFTTKIYHPNINSNGSICLDILRSQWSPALTVSKVLLSICSLLCDPNPDDPLVPDIAQIYKSDKEKYNRHAREWTQKYAM. Result: 1 (interaction). (2) The miRNA is cel-miR-63-3p with sequence UAUGACACUGAAGCGAGUUGGAAA. The protein sequence of the target gene is MATRSCREKAQKLNEQHQLILSKLLREEDNKYCADCEAKGPRWASWNIGVFICIRCAGIHRNLGVHISRVKSVNLDQWTPEQIQCMQDMGNTKARLLYEANLPENFRRPQTDQAVEFFIRDKYEKKKYYDKNAIAITNKEKEKKKDEKKREKEPEKPAKPLTTEKLPKKEEQQLEPKKSTSPKNAAEPTIDLLGLDGPAEAPVTNGNPATAPALSDDLDIFGPMISNPLPAAVMPPAQGTASVPAPATLSTVTSGDLDLFTEQTTKSEEVAKKQLSKDSILSLYGTGAQQSTPGVFMGPT.... Result: 0 (no interaction).